Dataset: Full USPTO retrosynthesis dataset with 1.9M reactions from patents (1976-2016). Task: Predict the reactants needed to synthesize the given product. (1) Given the product [Cl-:25].[C:12]([C:3]1[CH:2]=[NH+:1][CH:6]=[C:5]([C:7]([O:9][CH2:10][CH3:11])=[O:8])[CH:4]=1)([OH:14])=[O:13], predict the reactants needed to synthesize it. The reactants are: [N:1]1[CH:6]=[C:5]([C:7]([O:9][CH2:10][CH3:11])=[O:8])[CH:4]=[C:3]([C:12]([O:14]CC)=[O:13])[CH:2]=1.[OH-].[K+].C(OCC)C.C(Cl)(Cl)[Cl:25]. (2) The reactants are: C1(C(=O)C)CC1.[CH:7]([C:10]1[CH:15]=[C:14]([CH:16]([CH3:18])[CH3:17])[CH:13]=[C:12]([CH:19]([CH3:21])[CH3:20])[C:11]=1[S:22]([NH:25]/[N:26]=[C:27](/[CH:29]([CH3:31])[CH3:30])\[CH3:28])(=[O:24])=[O:23])([CH3:9])[CH3:8]. Given the product [CH:29]1(/[C:27](=[N:26]/[NH:25][S:22]([C:11]2[C:12]([CH:19]([CH3:20])[CH3:21])=[CH:13][C:14]([CH:16]([CH3:18])[CH3:17])=[CH:15][C:10]=2[CH:7]([CH3:8])[CH3:9])(=[O:24])=[O:23])/[CH3:28])[CH2:31][CH2:30]1, predict the reactants needed to synthesize it. (3) Given the product [O:34]1[CH2:35][CH2:36][O:37][CH:33]1[CH2:32][N:23]1[C:24]2[C:29](=[CH:28][CH:27]=[CH:26][CH:25]=2)[C:21]([CH:18]2[CH2:19][CH2:20][N:15]([CH2:14][CH2:13][O:12][C:7]3[CH:8]=[CH:9][CH:10]=[CH:11][C:6]=3[C:5]([OH:30])=[O:4])[CH2:16][CH2:17]2)=[CH:22]1, predict the reactants needed to synthesize it. The reactants are: [H-].[Na+].C[O:4][C:5](=[O:30])[C:6]1[CH:11]=[CH:10][CH:9]=[CH:8][C:7]=1[O:12][CH2:13][CH2:14][N:15]1[CH2:20][CH2:19][CH:18]([C:21]2[C:29]3[C:24](=[CH:25][CH:26]=[CH:27][CH:28]=3)[NH:23][CH:22]=2)[CH2:17][CH2:16]1.Br[CH2:32][CH:33]1[O:37][CH2:36][CH2:35][O:34]1. (4) Given the product [CH2:1]([C:4]1[N:9]=[CH:8][C:7]([CH:10]2[CH2:15][CH2:14][N:13]([C:16]([O:18][C:19]([CH3:20])([CH3:22])[CH3:21])=[O:17])[CH2:12][CH2:11]2)=[CH:6][CH:5]=1)[CH2:2][CH3:3], predict the reactants needed to synthesize it. The reactants are: [CH:1](/[C:4]1[N:9]=[CH:8][C:7]([C:10]2[CH2:15][CH2:14][N:13]([C:16]([O:18][C:19]([CH3:22])([CH3:21])[CH3:20])=[O:17])[CH2:12][CH:11]=2)=[CH:6][CH:5]=1)=[CH:2]\[CH3:3].[H][H]. (5) Given the product [N:29]1[CH:28]=[C:27]([C:22]2[CH:23]=[CH:24][CH:25]=[CH:26][C:21]=2[N:20]2[CH2:19][CH2:18][O:17][C:16]3[CH:33]=[C:12]([S:9]([NH:8][C:34]4[S:35][CH:36]=[CH:37][N:38]=4)(=[O:10])=[O:11])[CH:13]=[CH:14][C:15]2=3)[CH:32]=[N:31][CH:30]=1, predict the reactants needed to synthesize it. The reactants are: COC1C=CC(C[N:8]([C:34]2[S:35][CH:36]=[CH:37][N:38]=2)[S:9]([C:12]2[CH:13]=[CH:14][C:15]3[N:20]([C:21]4[CH:26]=[CH:25][CH:24]=[CH:23][C:22]=4[C:27]4[CH:28]=[N:29][CH:30]=[N:31][CH:32]=4)[CH2:19][CH2:18][O:17][C:16]=3[CH:33]=2)(=[O:11])=[O:10])=CC=1.C(O)(C(F)(F)F)=O. (6) Given the product [CH2:23]([N:18]1[CH2:17][CH2:16][C:12]2[N:13]=[CH:14][N:15]=[C:10]([NH:9][C:6]3[CH:7]=[CH:8][C:3]([C:2]([F:1])([F:20])[F:21])=[CH:4][CH:5]=3)[C:11]=2[CH2:19]1)[C:28]1[CH:31]=[CH:30][CH:25]=[CH:26][CH:27]=1, predict the reactants needed to synthesize it. The reactants are: [F:1][C:2]([F:21])([F:20])[C:3]1[CH:8]=[CH:7][C:6]([NH:9][C:10]2[C:11]3[CH2:19][NH:18][CH2:17][CH2:16][C:12]=3[N:13]=[CH:14][N:15]=2)=[CH:5][CH:4]=1.Cl[C:23]1[C:28](Cl)=[CH:27][CH:26]=[CH:25]N=1.[CH:30](N(CC)C(C)C)(C)[CH3:31]. (7) Given the product [CH:1]1([N:4]2[CH2:5][CH2:6][N:7]([CH2:10][C:11]([NH:32][C:30]3[S:31][C:27]4[CH:26]=[C:25]([S:24][C:17]5[N:18]6[CH:23]=[CH:22][CH:21]=[N:20][C:19]6=[N:15][CH:16]=5)[CH:34]=[CH:33][C:28]=4[N:29]=3)=[O:13])[CH2:8][CH2:9]2)[CH2:2][CH2:3]1, predict the reactants needed to synthesize it. The reactants are: [CH:1]1([N:4]2[CH2:9][CH2:8][N:7]([CH2:10][C:11]([OH:13])=O)[CH2:6][CH2:5]2)[CH2:3][CH2:2]1.Cl.[N:15]1[CH:16]=[C:17]([S:24][C:25]2[CH:34]=[CH:33][C:28]3[N:29]=[C:30]([NH2:32])[S:31][C:27]=3[CH:26]=2)[N:18]2[CH:23]=[CH:22][CH:21]=[N:20][C:19]=12.Cl.CN(C)CCCN=C=NCC.